This data is from Forward reaction prediction with 1.9M reactions from USPTO patents (1976-2016). The task is: Predict the product of the given reaction. (1) Given the reactants [O:1]([C:8]1[CH:13]=[CH:12][CH:11]=[CH:10][C:9]=1[NH:14][S:15]([C:18]1[CH:26]=[CH:25][C:21]([C:22]([OH:24])=O)=[CH:20][CH:19]=1)(=[O:17])=[O:16])[C:2]1[CH:7]=[CH:6][CH:5]=[CH:4][CH:3]=1.[C:27]([O:31][C:32]([N:34]1[CH2:39][CH2:38][CH:37]([CH2:40][CH2:41][NH:42][C:43](=[O:46])[CH2:44][NH2:45])[CH2:36][CH2:35]1)=[O:33])([CH3:30])([CH3:29])[CH3:28], predict the reaction product. The product is: [C:27]([O:31][C:32]([N:34]1[CH2:39][CH2:38][CH:37]([CH2:40][CH2:41][NH:42][C:43](=[O:46])[CH2:44][NH:45][C:22](=[O:24])[C:21]2[CH:20]=[CH:19][C:18]([S:15](=[O:17])(=[O:16])[NH:14][C:9]3[CH:10]=[CH:11][CH:12]=[CH:13][C:8]=3[O:1][C:2]3[CH:3]=[CH:4][CH:5]=[CH:6][CH:7]=3)=[CH:26][CH:25]=2)[CH2:36][CH2:35]1)=[O:33])([CH3:28])([CH3:30])[CH3:29]. (2) Given the reactants [Cl:1][C:2]1[CH:44]=[CH:43][CH:42]=[CH:41][C:3]=1[O:4][C:5]1[CH:6]=[C:7]([N:26]([CH2:34][CH:35]2[CH2:40][CH2:39][O:38][CH2:37][CH2:36]2)C(=O)OC(C)(C)C)[C:8]2[N:9]([C:11]([C:14]3[CH:19]=[CH:18][C:17]([C:20](=[O:25])[NH:21][CH:22]4[CH2:24][CH2:23]4)=[CH:16][CH:15]=3)=[CH:12][N:13]=2)[N:10]=1.[I-].[K+].Cl[Si](C)(C)C.O.C(=O)(O)[O-].[Na+], predict the reaction product. The product is: [Cl:1][C:2]1[CH:44]=[CH:43][CH:42]=[CH:41][C:3]=1[O:4][C:5]1[CH:6]=[C:7]([NH:26][CH2:34][CH:35]2[CH2:36][CH2:37][O:38][CH2:39][CH2:40]2)[C:8]2[N:9]([C:11]([C:14]3[CH:15]=[CH:16][C:17]([C:20]([NH:21][CH:22]4[CH2:23][CH2:24]4)=[O:25])=[CH:18][CH:19]=3)=[CH:12][N:13]=2)[N:10]=1.